This data is from Full USPTO retrosynthesis dataset with 1.9M reactions from patents (1976-2016). The task is: Predict the reactants needed to synthesize the given product. (1) Given the product [NH2:13][C:14]1[CH:15]=[C:16]([CH:17]=[CH:18][CH:19]=1)[O:20][C:2]1[CH:9]=[CH:8][C:7]([N+:10]([O-:12])=[O:11])=[CH:6][C:3]=1[C:4]#[N:5], predict the reactants needed to synthesize it. The reactants are: F[C:2]1[CH:9]=[CH:8][C:7]([N+:10]([O-:12])=[O:11])=[CH:6][C:3]=1[C:4]#[N:5].[NH2:13][C:14]1[CH:15]=[C:16]([OH:20])[CH:17]=[CH:18][CH:19]=1.C(=O)([O-])[O-].[K+].[K+]. (2) Given the product [C:24]([NH:23][CH2:22][C@@H:20]1[O:19][C:18](=[O:27])[N:17]([C:6]2[CH:7]=[CH:8][C:9]([C:10]3[S:11][CH:12]([O:31][C:28](=[O:30])[CH3:29])[C:13](=[O:16])[NH:14][N:15]=3)=[C:4]([F:3])[CH:5]=2)[CH2:21]1)(=[O:26])[CH3:25], predict the reactants needed to synthesize it. The reactants are: OO.[F:3][C:4]1[CH:5]=[C:6]([N:17]2[CH2:21][C@H:20]([CH2:22][NH:23][C:24](=[O:26])[CH3:25])[O:19][C:18]2=[O:27])[CH:7]=[CH:8][C:9]=1[C:10]1[S:11][CH2:12][C:13](=[O:16])[NH:14][N:15]=1.[C:28]([OH:31])(=[O:30])[CH3:29]. (3) Given the product [CH2:12]([C:7]1[N:6]([CH3:14])[C:5](=[O:15])[C:4]2[C:9](=[CH:10][CH:11]=[C:2]([C:16]#[N:17])[CH:3]=2)[N:8]=1)[CH3:13], predict the reactants needed to synthesize it. The reactants are: Br[C:2]1[CH:3]=[C:4]2[C:9](=[CH:10][CH:11]=1)[N:8]=[C:7]([CH2:12][CH3:13])[N:6]([CH3:14])[C:5]2=[O:15].[C-:16]#[N:17].[K+]. (4) Given the product [F:1][C:2]([F:7])([F:6])[C:3]([OH:5])=[O:4].[C:51]([NH:48][C:49]([N:43]1[CH2:44][CH2:45][CH:40]([CH2:39][C:38]([NH:37][C:29]2[CH:30]=[CH:31][C:32]3[NH:33][C:34]4[N:35]=[C:19]([NH:20][C:21]5[CH:22]=[CH:23][CH:24]=[C:25]([CH:47]=5)[CH2:26][CH2:27][C:28]=2[CH:36]=3)[N:18]=[CH:17][C:16]=4[Cl:15])=[O:46])[CH2:41][CH2:42]1)=[O:50])([CH3:54])([CH3:53])[CH3:52], predict the reactants needed to synthesize it. The reactants are: [F:1][C:2]([F:7])([F:6])[C:3]([OH:5])=[O:4].FC(F)(F)C(O)=O.[Cl:15][C:16]1[CH:17]=[N:18][C:19]2[NH:20][C:21]3[CH:22]=[CH:23][CH:24]=[C:25]([CH:47]=3)[CH2:26][CH2:27][C:28]3[CH:36]=[C:32]([NH:33][C:34]=1[N:35]=2)[CH:31]=[CH:30][C:29]=3[NH:37][C:38](=[O:46])[CH2:39][CH:40]1[CH2:45][CH2:44][NH:43][CH2:42][CH2:41]1.[N:48]([C:51]([CH3:54])([CH3:53])[CH3:52])=[C:49]=[O:50]. (5) Given the product [C:21]([O:20][C:19]([NH:18][C:15]([CH3:17])([CH3:16])[CH2:14][CH2:13][N:11]1[CH:12]=[C:8]([C:5]2[CH:6]=[CH:7][C:2]([O:1][C:27]([CH3:34])([CH3:33])[C:28]([O:30][CH2:31][CH3:32])=[O:29])=[CH:3][CH:4]=2)[N:9]=[CH:10]1)=[O:25])([CH3:24])([CH3:23])[CH3:22], predict the reactants needed to synthesize it. The reactants are: [OH:1][C:2]1[CH:7]=[CH:6][C:5]([C:8]2[N:9]=[CH:10][N:11]([CH2:13][CH2:14][C:15]([NH:18][C:19](=[O:25])[O:20][C:21]([CH3:24])([CH3:23])[CH3:22])([CH3:17])[CH3:16])[CH:12]=2)=[CH:4][CH:3]=1.Br[C:27]([CH3:34])([CH3:33])[C:28]([O:30][CH2:31][CH3:32])=[O:29].C(=O)([O-])[O-].[K+].[K+].[I-].[Na+]. (6) Given the product [C:1]([S:4][CH2:5][CH2:6][CH2:7][CH2:8][CH:9]([C:14]1[CH:19]=[CH:18][C:17]([C:20]2[CH:25]=[CH:24][C:23]([Cl:26])=[CH:22][CH:21]=2)=[CH:16][CH:15]=1)[OH:10])(=[O:3])[CH3:2], predict the reactants needed to synthesize it. The reactants are: [C:1]([S:4][CH2:5][CH2:6][CH2:7][CH2:8][CH:9]([C:14]1[CH:19]=[CH:18][C:17]([C:20]2[CH:25]=[CH:24][C:23]([Cl:26])=[CH:22][CH:21]=2)=[CH:16][CH:15]=1)[O:10]COC)(=[O:3])[CH3:2]. (7) Given the product [OH:8][C:7]1[CH:2]=[CH:3][C:4]([CH:9]=[CH:10][C:11]([OH:13])=[O:12])=[CH:5][C:6]=1[C:24]1[C:23]([O:22][CH2:21][C:20]2[CH:40]=[CH:41][C:17]([F:16])=[CH:18][CH:19]=2)=[CH:32][C:31]2[C:30]([CH3:34])([CH3:33])[CH2:29][CH2:28][C:27]([CH3:36])([CH3:35])[C:26]=2[CH:25]=1, predict the reactants needed to synthesize it. The reactants are: Br[C:2]1[CH:3]=[C:4]([CH:9]=[CH:10][C:11]([O:13]CC)=[O:12])[CH:5]=[CH:6][C:7]=1[OH:8].[F:16][C:17]1[CH:41]=[CH:40][C:20]([CH2:21][O:22][C:23]2[C:24](B(O)O)=[CH:25][C:26]3[C:27]([CH3:36])([CH3:35])[CH2:28][CH2:29][C:30]([CH3:34])([CH3:33])[C:31]=3[CH:32]=2)=[CH:19][CH:18]=1. (8) Given the product [Si:9]([O:8][CH2:7][C:4]1[S:5][CH:6]=[C:2]([C:23]([C:25]2[CH:26]=[C:27]3[C:31](=[CH:32][CH:33]=2)[N:30]([C:34]2[CH:39]=[CH:38][C:37]([F:40])=[CH:36][CH:35]=2)[N:29]=[CH:28]3)([OH:24])[C:22]([F:41])([F:21])[F:42])[N:3]=1)([C:12]([CH3:15])([CH3:14])[CH3:13])([CH3:11])[CH3:10], predict the reactants needed to synthesize it. The reactants are: Br[C:2]1[N:3]=[C:4]([CH2:7][O:8][Si:9]([C:12]([CH3:15])([CH3:14])[CH3:13])([CH3:11])[CH3:10])[S:5][CH:6]=1.[Li]CCCC.[F:21][C:22]([F:42])([F:41])[C:23]([C:25]1[CH:26]=[C:27]2[C:31](=[CH:32][CH:33]=1)[N:30]([C:34]1[CH:39]=[CH:38][C:37]([F:40])=[CH:36][CH:35]=1)[N:29]=[CH:28]2)=[O:24].